Dataset: Retrosynthesis with 50K atom-mapped reactions and 10 reaction types from USPTO. Task: Predict the reactants needed to synthesize the given product. (1) The reactants are: CC(=O)OCC(=O)Nc1c(C(=O)C(C)(C)O)oc2nc(-c3ccccc3Cl)c(-c3ccc(Cl)cc3)cc12. Given the product CC(C)(O)C(=O)c1oc2nc(-c3ccccc3Cl)c(-c3ccc(Cl)cc3)cc2c1NC(=O)CO, predict the reactants needed to synthesize it. (2) The reactants are: CCOC(=O)[C@@H]1CN(C(=O)OCc2ccccc2)C[C@H]1C(F)(F)F. Given the product O=C(O)[C@@H]1CN(C(=O)OCc2ccccc2)C[C@H]1C(F)(F)F, predict the reactants needed to synthesize it. (3) The reactants are: Cc1cc(C2CC2)cnc1N1CCNCC1.O=C(O)c1ccc(Br)nc1. Given the product Cc1cc(C2CC2)cnc1N1CCN(C(=O)c2ccc(Br)nc2)CC1, predict the reactants needed to synthesize it. (4) Given the product O=C1CCc2cccc(Cl)c2C(=O)CCCN1, predict the reactants needed to synthesize it. The reactants are: CC(=O)N1CCCC(=O)c2c(Cl)cccc2CCC1=O. (5) Given the product COc1ccc2c(ccn2C(=O)OC(C)(C)C)c1, predict the reactants needed to synthesize it. The reactants are: CC(C)(C)OC(=O)OC(=O)OC(C)(C)C.COc1ccc2[nH]ccc2c1.